This data is from Peptide-MHC class II binding affinity with 134,281 pairs from IEDB. The task is: Regression. Given a peptide amino acid sequence and an MHC pseudo amino acid sequence, predict their binding affinity value. This is MHC class II binding data. (1) The peptide sequence is AVDDYAGYLLDKNQSDLVTN. The MHC is DRB1_1301 with pseudo-sequence DRB1_1301. The binding affinity (normalized) is 0. (2) The peptide sequence is GELQIVDKIDYAFKI. The MHC is DRB1_0802 with pseudo-sequence DRB1_0802. The binding affinity (normalized) is 0.561.